From a dataset of Forward reaction prediction with 1.9M reactions from USPTO patents (1976-2016). Predict the product of the given reaction. (1) Given the reactants [CH:1]([N:4]1[CH2:9][CH2:8][N:7]([C:10]([C:12]2[CH:17]=[CH:16][C:15]([C:18]3[CH:19]=[N:20][CH:21]=[C:22](B4OC(C)(C)C(C)(C)O4)[CH:23]=3)=[CH:14][CH:13]=2)=[O:11])[CH2:6][CH2:5]1)([CH3:3])[CH3:2].[Cl:33][C:34]1[CH:39]=[C:38](Cl)[N:37]=[C:36]([C:41]2[CH:46]=[CH:45][CH:44]=[CH:43][N:42]=2)[N:35]=1.C(Cl)Cl, predict the reaction product. The product is: [Cl:33][C:34]1[N:35]=[C:36]([C:41]2[CH:46]=[CH:45][CH:44]=[CH:43][N:42]=2)[N:37]=[C:38]([C:22]2[CH:23]=[C:18]([C:15]3[CH:16]=[CH:17][C:12]([C:10]([N:7]4[CH2:6][CH2:5][N:4]([CH:1]([CH3:2])[CH3:3])[CH2:9][CH2:8]4)=[O:11])=[CH:13][CH:14]=3)[CH:19]=[N:20][CH:21]=2)[CH:39]=1. (2) Given the reactants Cl[C:2]1[N:7]=[C:6]([C:8]([N:10]2[CH2:15][CH2:14][CH:13]([N:16]3[CH2:20][CH2:19][CH2:18][CH2:17]3)[CH2:12][CH2:11]2)=[O:9])[C:5]([CH3:21])=[CH:4][C:3]=1[C:22]1[CH:27]=[CH:26][CH:25]=[C:24]([C:28]([F:31])([F:30])[F:29])[CH:23]=1.[CH2:32]([O:39][CH2:40][CH2:41][NH2:42])[C:33]1[CH:38]=[CH:37][CH:36]=[CH:35][CH:34]=1.C1(P(C2C=CC=CC=2)C2C=CC3C(=CC=CC=3)C=2C2C3C(=CC=CC=3)C=CC=2P(C2C=CC=CC=2)C2C=CC=CC=2)C=CC=CC=1.C(=O)([O-])[O-].[Cs+].[Cs+], predict the reaction product. The product is: [CH2:32]([O:39][CH2:40][CH2:41][NH:42][C:2]1[N:7]=[C:6]([C:8]([N:10]2[CH2:15][CH2:14][CH:13]([N:16]3[CH2:20][CH2:19][CH2:18][CH2:17]3)[CH2:12][CH2:11]2)=[O:9])[C:5]([CH3:21])=[CH:4][C:3]=1[C:22]1[CH:27]=[CH:26][CH:25]=[C:24]([C:28]([F:31])([F:30])[F:29])[CH:23]=1)[C:33]1[CH:38]=[CH:37][CH:36]=[CH:35][CH:34]=1. (3) Given the reactants [CH3:1][O:2][C:3]1[CH:4]=[C:5]([C:11]2[C@@H:20]3[C@@H:15]([CH2:16][CH2:17][CH2:18][CH2:19]3)[C:14](=[O:21])[N:13]([CH:22]3[CH2:27][CH2:26][N:25]([C:28](=[O:48])[C@H:29]([NH:40]C(=O)OC(C)(C)C)[CH2:30][C:31]4[CH:36]=[CH:35][C:34]([O:37][CH2:38][CH3:39])=[CH:33][CH:32]=4)[CH2:24][CH2:23]3)[N:12]=2)[CH:6]=[CH:7][C:8]=1[O:9][CH3:10].FC(F)(F)C(O)=O.C(=O)(O)[O-].[Na+], predict the reaction product. The product is: [NH2:40][C@H:29]([CH2:30][C:31]1[CH:32]=[CH:33][C:34]([O:37][CH2:38][CH3:39])=[CH:35][CH:36]=1)[C:28]([N:25]1[CH2:24][CH2:23][CH:22]([N:13]2[N:12]=[C:11]([C:5]3[CH:6]=[CH:7][C:8]([O:9][CH3:10])=[C:3]([O:2][CH3:1])[CH:4]=3)[C@@H:20]3[C@@H:15]([CH2:16][CH2:17][CH2:18][CH2:19]3)[C:14]2=[O:21])[CH2:27][CH2:26]1)=[O:48]. (4) Given the reactants Cl.[Cl:2][C:3]1[CH:4]=[CH:5][C:6]([S:11]([CH2:14][CH3:15])(=[O:13])=[O:12])=[C:7]([CH:10]=1)[CH2:8][NH2:9].[Cl:16][C:17]1[CH:18]=[C:19]([CH:23]=[C:24]([O:42][CH3:43])[C:25]=1[CH2:26][N:27]1[CH2:32][CH2:31][CH2:30][C@H:29]([N:33]([CH3:41])[C:34]([O:36][C:37]([CH3:40])([CH3:39])[CH3:38])=[O:35])[CH2:28]1)[C:20](O)=[O:21], predict the reaction product. The product is: [Cl:16][C:17]1[CH:18]=[C:19]([C:20](=[O:21])[NH:9][CH2:8][C:7]2[CH:10]=[C:3]([Cl:2])[CH:4]=[CH:5][C:6]=2[S:11]([CH2:14][CH3:15])(=[O:13])=[O:12])[CH:23]=[C:24]([O:42][CH3:43])[C:25]=1[CH2:26][N:27]1[CH2:32][CH2:31][CH2:30][C@H:29]([N:33]([CH3:41])[C:34](=[O:35])[O:36][C:37]([CH3:38])([CH3:40])[CH3:39])[CH2:28]1. (5) The product is: [C:38]([O:42][C:43](=[O:46])[CH2:44][NH:45][C:22](=[O:23])[CH2:21][N:19]1[N:18]=[N:17][C:16]([C:14]2[CH:13]=[C:12]([CH3:25])[N:11]=[C:10]([C:8](=[O:9])[NH:7][CH2:6][C:5]3[CH:26]=[CH:27][C:2]([F:1])=[CH:3][CH:4]=3)[CH:15]=2)=[N:20]1)([CH3:41])([CH3:40])[CH3:39]. Given the reactants [F:1][C:2]1[CH:27]=[CH:26][C:5]([CH2:6][NH:7][C:8]([C:10]2[CH:15]=[C:14]([C:16]3[N:17]=[N:18][N:19]([CH2:21][C:22](O)=[O:23])[N:20]=3)[CH:13]=[C:12]([CH3:25])[N:11]=2)=[O:9])=[CH:4][CH:3]=1.ON1C2C=CC=CC=2N=N1.[C:38]([O:42][C:43](=[O:46])[CH2:44][NH2:45])([CH3:41])([CH3:40])[CH3:39].Cl.CN(C)CCCN=C=NCC, predict the reaction product. (6) The product is: [CH2:1]([O:8][C:9]1[CH:10]=[C:11]2[C:15](=[CH:16][CH:17]=1)[NH:14][CH:13]=[C:12]2[CH3:18])[C:2]1[CH:3]=[CH:4][CH:5]=[CH:6][CH:7]=1. Given the reactants [CH2:1]([O:8][C:9]1[CH:10]=[C:11]2[C:15](=[CH:16][CH:17]=1)[NH:14][CH:13]=[CH:12]2)[C:2]1[CH:7]=[CH:6][CH:5]=[CH:4][CH:3]=1.[CH2:18]([Mg]Br)C.C(OCC)C.IC, predict the reaction product. (7) The product is: [CH3:10][CH:9]([CH3:11])[C@H:8]([NH:7][C:6](=[O:33])[C@@H:42]([NH:41][C:39](=[O:40])[CH2:72][C:68]1[CH:69]=[CH:70][CH:71]=[C:66]([O:59][C:60]2[CH:65]=[CH:64][CH:63]=[CH:62][CH:61]=2)[CH:67]=1)[CH2:46][C:47]1[CH:48]=[C:49]([O:57][CH3:58])[C:50]([O:55][CH3:56])=[C:51]([O:53][CH3:54])[CH:52]=1)[C:12]([NH:13][C@H:14]([B:19]1[O:27][C@H:26]2[C@:21]([CH3:31])([C@H:22]3[CH2:28][C@@H:24]([CH2:25]2)[C:23]3([CH3:29])[CH3:30])[O:20]1)[CH2:15][CH:16]([CH3:17])[CH3:18])=[O:32]. Given the reactants C(O[C:6](=[O:33])[NH:7][C@H:8]([C:12](=[O:32])[NH:13][C@H:14]([B:19]1[O:27][C@H:26]2[C@:21]([CH3:31])([C@H:22]3[CH2:28][C@@H:24]([CH2:25]2)[C:23]3([CH3:30])[CH3:29])[O:20]1)[CH2:15][CH:16]([CH3:18])[CH3:17])[CH:9]([CH3:11])[CH3:10])(C)(C)C.C(O[C:39]([NH:41][C@@H:42]([CH2:46][C:47]1[CH:52]=[C:51]([O:53][CH3:54])[C:50]([O:55][CH3:56])=[C:49]([O:57][CH3:58])[CH:48]=1)C(O)=O)=[O:40])(C)(C)C.[O:59]([C:66]1[CH:67]=[C:68]([CH2:72]C(O)=O)[CH:69]=[CH:70][CH:71]=1)[C:60]1[CH:65]=[CH:64][CH:63]=[CH:62][CH:61]=1, predict the reaction product.